Dataset: Forward reaction prediction with 1.9M reactions from USPTO patents (1976-2016). Task: Predict the product of the given reaction. (1) The product is: [C:44]([C:48]1[CH:66]=[CH:65][C:51]([CH2:52][N:53]([CH2:54][CH2:55][C:56]2[CH:61]=[CH:60][CH:59]=[C:58]([O:62][CH2:63][CH3:64])[CH:57]=2)[C:10]([C:8]2[CH:7]=[CH:6][CH:5]=[C:4]3[C:9]=2[NH:1][CH:2]=[CH:3]3)=[O:12])=[CH:50][CH:49]=1)([CH3:46])([CH3:45])[CH3:47]. Given the reactants [NH:1]1[C:9]2[C:4](=[CH:5][CH:6]=[CH:7][C:8]=2[C:10]([OH:12])=O)[CH:3]=[CH:2]1.CN(C(ON1N=NC2C=CC=CC1=2)=[N+](C)C)C.[B-](F)(F)(F)F.C(N(CC)C(C)C)(C)C.[C:44]([C:48]1[CH:66]=[CH:65][C:51]([CH2:52][NH:53][CH2:54][CH2:55][C:56]2[CH:61]=[CH:60][CH:59]=[C:58]([O:62][CH2:63][CH3:64])[CH:57]=2)=[CH:50][CH:49]=1)([CH3:47])([CH3:46])[CH3:45], predict the reaction product. (2) The product is: [CH3:7][N:8]1[C:16]2[C:11](=[CH:12][CH:13]=[CH:14][CH:15]=2)[CH:10]=[C:9]1[Si:17]([CH2:22][CH3:23])([CH2:20][CH3:21])[CH2:18][CH3:19]. Given the reactants CC([O-])(C)C.[K+].[CH3:7][N:8]1[C:16]2[C:11](=[CH:12][CH:13]=[CH:14][CH:15]=2)[CH:10]=[CH:9]1.[SiH:17]([CH2:22][CH3:23])([CH2:20][CH3:21])[CH2:18][CH3:19], predict the reaction product. (3) Given the reactants C([Li])(C)(C)C.[CH2:6]([O:13][C:14](=[O:46])[N:15]([C@@H:25]1[C:28](=[O:29])[N:27]([CH2:30][C:31]2[CH:36]=[CH:35][C:34]([O:37][CH3:38])=[CH:33][C:32]=2[O:39][CH3:40])[C@@H:26]1[CH2:41][CH:42]=[C:43](Br)Br)[CH2:16][C:17]1[CH:22]=[CH:21][C:20]([O:23][CH3:24])=[CH:19][CH:18]=1)[C:7]1[CH:12]=[CH:11][CH:10]=[CH:9][CH:8]=1, predict the reaction product. The product is: [CH2:6]([O:13][C:14](=[O:46])[N:15]([C@H:25]1[C@@H:26]([CH2:41][C:42]#[CH:43])[N:27]([CH2:30][C:31]2[CH:36]=[CH:35][C:34]([O:37][CH3:38])=[CH:33][C:32]=2[O:39][CH3:40])[C:28]1=[O:29])[CH2:16][C:17]1[CH:18]=[CH:19][C:20]([O:23][CH3:24])=[CH:21][CH:22]=1)[C:7]1[CH:12]=[CH:11][CH:10]=[CH:9][CH:8]=1. (4) Given the reactants [CH3:1][C:2]1[CH:10]=[CH:9][CH:8]=[C:4]([C:5]([OH:7])=[O:6])[C:3]=1[OH:11].[OH-].[Na+].[O-:14]S(OOS([O-])(=O)=O)(=O)=O.[K+].[K+].Cl, predict the reaction product. The product is: [OH:11][C:3]1[C:2]([CH3:1])=[CH:10][C:9]([OH:14])=[CH:8][C:4]=1[C:5]([OH:7])=[O:6]. (5) Given the reactants [C:1]([O:5][C:6]([N:8]1[CH2:13][CH2:12][N:11]([C:14]([O:16][C:17]([CH3:20])([CH3:19])[CH3:18])=[O:15])[CH2:10][C@@H:9]1[CH2:21][CH2:22][CH2:23][C:24](O)=[O:25])=[O:7])([CH3:4])([CH3:3])[CH3:2], predict the reaction product. The product is: [C:1]([O:5][C:6]([N:8]1[CH2:13][CH2:12][N:11]([C:14]([O:16][C:17]([CH3:18])([CH3:19])[CH3:20])=[O:15])[CH2:10][C@@H:9]1[CH2:21][CH2:22][CH2:23][CH2:24][OH:25])=[O:7])([CH3:4])([CH3:3])[CH3:2]. (6) Given the reactants Cl[C:2]1[CH:3]=[CH:4][C:5]2[C:14]3[C:9](=[CH:10][N:11]=[CH:12][CH:13]=3)[C:8](=[O:15])[N:7]([CH3:16])[C:6]=2[CH:17]=1.[OH:18][CH2:19][C:20]([NH:26][C:27](=[O:33])[O:28][C:29]([CH3:32])([CH3:31])[CH3:30])([CH3:25])[CH2:21][CH:22]([CH3:24])[CH3:23], predict the reaction product. The product is: [C:29]([O:28][C:27](=[O:33])[NH:26][C:20]([CH3:25])([CH2:21][CH:22]([CH3:23])[CH3:24])[CH2:19][O:18][C:2]1[CH:3]=[CH:4][C:5]2[C:14]3[C:9](=[CH:10][N:11]=[CH:12][CH:13]=3)[C:8](=[O:15])[N:7]([CH3:16])[C:6]=2[CH:17]=1)([CH3:32])([CH3:31])[CH3:30].